The task is: Regression. Given two drug SMILES strings and cell line genomic features, predict the synergy score measuring deviation from expected non-interaction effect.. This data is from NCI-60 drug combinations with 297,098 pairs across 59 cell lines. (1) Drug 1: CN1C2=C(C=C(C=C2)N(CCCl)CCCl)N=C1CCCC(=O)O.Cl. Drug 2: CC1CCCC2(C(O2)CC(NC(=O)CC(C(C(=O)C(C1O)C)(C)C)O)C(=CC3=CSC(=N3)C)C)C. Cell line: CAKI-1. Synergy scores: CSS=31.4, Synergy_ZIP=0.0618, Synergy_Bliss=-0.168, Synergy_Loewe=-25.5, Synergy_HSA=-0.719. (2) Drug 1: CC1C(C(=O)NC(C(=O)N2CCCC2C(=O)N(CC(=O)N(C(C(=O)O1)C(C)C)C)C)C(C)C)NC(=O)C3=C4C(=C(C=C3)C)OC5=C(C(=O)C(=C(C5=N4)C(=O)NC6C(OC(=O)C(N(C(=O)CN(C(=O)C7CCCN7C(=O)C(NC6=O)C(C)C)C)C)C(C)C)C)N)C. Drug 2: C1CC(C1)(C(=O)O)C(=O)O.[NH2-].[NH2-].[Pt+2]. Cell line: UO-31. Synergy scores: CSS=3.13, Synergy_ZIP=3.14, Synergy_Bliss=-1.85, Synergy_Loewe=-0.574, Synergy_HSA=-1.21. (3) Drug 1: CC1=C(C=C(C=C1)NC(=O)C2=CC=C(C=C2)CN3CCN(CC3)C)NC4=NC=CC(=N4)C5=CN=CC=C5. Drug 2: CC1CCCC2(C(O2)CC(NC(=O)CC(C(C(=O)C(C1O)C)(C)C)O)C(=CC3=CSC(=N3)C)C)C. Cell line: OVCAR3. Synergy scores: CSS=48.8, Synergy_ZIP=4.00, Synergy_Bliss=2.16, Synergy_Loewe=-27.6, Synergy_HSA=0.539. (4) Drug 1: CC1=C(C=C(C=C1)NC2=NC=CC(=N2)N(C)C3=CC4=NN(C(=C4C=C3)C)C)S(=O)(=O)N.Cl. Drug 2: CC12CCC3C(C1CCC2O)C(CC4=C3C=CC(=C4)O)CCCCCCCCCS(=O)CCCC(C(F)(F)F)(F)F. Cell line: SR. Synergy scores: CSS=8.40, Synergy_ZIP=-0.957, Synergy_Bliss=3.58, Synergy_Loewe=1.83, Synergy_HSA=1.76. (5) Drug 1: CC1C(C(CC(O1)OC2CC(OC(C2O)C)OC3=CC4=CC5=C(C(=O)C(C(C5)C(C(=O)C(C(C)O)O)OC)OC6CC(C(C(O6)C)O)OC7CC(C(C(O7)C)O)OC8CC(C(C(O8)C)O)(C)O)C(=C4C(=C3C)O)O)O)O. Drug 2: C1C(C(OC1N2C=NC(=NC2=O)N)CO)O. Cell line: CAKI-1. Synergy scores: CSS=51.1, Synergy_ZIP=-2.50, Synergy_Bliss=-3.20, Synergy_Loewe=-0.688, Synergy_HSA=-0.450. (6) Drug 1: CC1=C(C=C(C=C1)NC2=NC=CC(=N2)N(C)C3=CC4=NN(C(=C4C=C3)C)C)S(=O)(=O)N.Cl. Synergy scores: CSS=1.44, Synergy_ZIP=-1.72, Synergy_Bliss=-2.85, Synergy_Loewe=-2.02, Synergy_HSA=-2.19. Cell line: SF-295. Drug 2: CC(C)CN1C=NC2=C1C3=CC=CC=C3N=C2N. (7) Drug 1: C(=O)(N)NO. Drug 2: CC(C)CN1C=NC2=C1C3=CC=CC=C3N=C2N. Cell line: OVCAR-8. Synergy scores: CSS=1.51, Synergy_ZIP=-0.741, Synergy_Bliss=-1.93, Synergy_Loewe=-1.10, Synergy_HSA=-1.95.